From a dataset of Reaction yield outcomes from USPTO patents with 853,638 reactions. Predict the reaction yield, written as a fraction of the theoretical maximum amount of product (1.0 means a 100% yield; for example, 0.34 means a 34% yield). (1) The reactants are [Br:1][C:2]1[CH:7]=[CH:6][C:5]([CH:8]=[CH2:9])=[C:4]([CH3:10])[CH:3]=1.Br[C:12]1C=C(C)C(I)=C(C)C=1.C[Si](C)(C)C=C. No catalyst specified. The product is [Br:1][C:2]1[CH:7]=[C:6]([CH3:12])[C:5]([CH:8]=[CH2:9])=[C:4]([CH3:10])[CH:3]=1. The yield is 0.940. (2) The reactants are [C:1]1([C:7]2[N:12]=[N:11][C:10]([N:13]3[CH2:18][CH2:17][N:16]([C:19]4[N:24]=[CH:23][CH:22]=[CH:21][N:20]=4)[CH2:15][CH2:14]3)=[C:9](O)[CH:8]=2)[CH:6]=[CH:5][CH:4]=[CH:3][CH:2]=1.[OH-].[Na+].P(Cl)(Cl)([Cl:30])=O. No catalyst specified. The product is [Cl:30][C:9]1[CH:8]=[C:7]([C:1]2[CH:6]=[CH:5][CH:4]=[CH:3][CH:2]=2)[N:12]=[N:11][C:10]=1[N:13]1[CH2:18][CH2:17][N:16]([C:19]2[N:24]=[CH:23][CH:22]=[CH:21][N:20]=2)[CH2:15][CH2:14]1. The yield is 0.914. (3) The product is [CH3:48][O:47][C:41]1[CH:40]=[C:39]([C:35]([C:29]2[CH:30]=[CH:31][C:32]([O:33][CH3:34])=[C:27]([OH:26])[CH:28]=2)=[CH:36][C:37]#[N:38])[CH:44]=[C:43]([O:45][CH3:46])[CH:42]=1. The yield is 0.900. The reactants are [F-].C([N+](CCCC)(CCCC)CCCC)CCC.[Si]([O:26][C:27]1[CH:28]=[C:29]([C:35]([C:39]2[CH:44]=[C:43]([O:45][CH3:46])[CH:42]=[C:41]([O:47][CH3:48])[CH:40]=2)=[CH:36][C:37]#[N:38])[CH:30]=[CH:31][C:32]=1[O:33][CH3:34])(C(C)(C)C)(C)C.CCOCC. The catalyst is C1COCC1. (4) The reactants are [Br:1][C:2]1[CH:3]=[CH:4][C:5]([Cl:19])=[C:6]([CH:18]=1)[CH2:7][C:8]1[CH:17]=[CH:16][C:11]([O:12][CH2:13][CH2:14][OH:15])=[CH:10][CH:9]=1.N1C=CC=CC=1.[S:26](Cl)([C:29]1[CH:35]=[CH:34][C:32]([CH3:33])=[CH:31][CH:30]=1)(=[O:28])=[O:27].CC(=O)OCC. The catalyst is C(Cl)Cl.O. The product is [CH3:33][C:32]1[CH:34]=[CH:35][C:29]([S:26]([O:15][CH2:14][CH2:13][O:12][C:11]2[CH:16]=[CH:17][C:8]([CH2:7][C:6]3[CH:18]=[C:2]([Br:1])[CH:3]=[CH:4][C:5]=3[Cl:19])=[CH:9][CH:10]=2)(=[O:28])=[O:27])=[CH:30][CH:31]=1. The yield is 0.817.